This data is from Full USPTO retrosynthesis dataset with 1.9M reactions from patents (1976-2016). The task is: Predict the reactants needed to synthesize the given product. (1) Given the product [N:25]1[C:26]2[C:31](=[CH:30][CH:29]=[CH:28][CH:27]=2)[CH:32]=[C:23]([C:18]2[C:17]3[C:16]4[C:11](=[CH:12][CH:13]=[CH:14][CH:15]=4)[N:10]([C:8]4[CH:7]=[CH:6][C:3]([C:4]([NH2:5])=[O:48])=[C:2]([NH:39][CH2:40][CH2:41][C:42]5[CH:47]=[CH:46][CH:45]=[CH:44][N:43]=5)[CH:9]=4)[C:22]=3[CH:21]=[CH:20][CH:19]=2)[CH:24]=1, predict the reactants needed to synthesize it. The reactants are: F[C:2]1[CH:9]=[C:8]([N:10]2[C:22]3[CH:21]=[CH:20][CH:19]=[C:18]([C:23]4[CH:24]=[N:25][C:26]5[C:31]([CH:32]=4)=[CH:30][CH:29]=[CH:28][CH:27]=5)[C:17]=3[C:16]3[C:11]2=[CH:12][CH:13]=[CH:14][CH:15]=3)[CH:7]=[CH:6][C:3]=1[C:4]#[N:5].C(=O)([O-])[O-].[K+].[K+].[NH2:39][CH2:40][CH2:41][C:42]1[CH:47]=[CH:46][CH:45]=[CH:44][N:43]=1.[OH-:48].[Na+].OO. (2) The reactants are: [NH2:1][C:2]1[CH:7]=[CH:6][C:5]([CH2:8][C:9]([CH3:13])([CH3:12])[CH2:10][OH:11])=[C:4]([C:14]([F:17])([F:16])[F:15])[CH:3]=1.N1C=CN=C1.[CH3:23][C:24]([Si:27](Cl)([CH3:29])[CH3:28])([CH3:26])[CH3:25]. Given the product [Si:27]([O:11][CH2:10][C:9]([CH3:13])([CH3:12])[CH2:8][C:5]1[CH:6]=[CH:7][C:2]([NH2:1])=[CH:3][C:4]=1[C:14]([F:15])([F:16])[F:17])([C:24]([CH3:26])([CH3:25])[CH3:23])([CH3:29])[CH3:28], predict the reactants needed to synthesize it. (3) The reactants are: [CH:1]1([O:8][C:9]2[CH:16]=[CH:15][C:12]([CH2:13][NH2:14])=[CH:11][CH:10]=2)[CH2:7][CH2:6][CH2:5][CH2:4][CH2:3][CH2:2]1.[Cl:17][C:18]1[CH:34]=[CH:33][C:21]2[CH2:22][CH2:23][N:24]([C:27](=[O:32])[C:28]([F:31])([F:30])[F:29])[CH2:25][CH2:26][C:20]=2[C:19]=1OS(C(F)(F)F)(=O)=O.C1C=CC(P(C2C(C3C(P(C4C=CC=CC=4)C4C=CC=CC=4)=CC=C4C=3C=CC=C4)=C3C(C=CC=C3)=CC=2)C2C=CC=CC=2)=CC=1.C(=O)([O-])[O-].[Cs+].[Cs+]. Given the product [Cl:17][C:18]1[CH:34]=[CH:33][C:21]2[CH2:22][CH2:23][N:24]([C:27](=[O:32])[C:28]([F:29])([F:31])[F:30])[CH2:25][CH2:26][C:20]=2[C:19]=1[NH:14][CH2:13][C:12]1[CH:11]=[CH:10][C:9]([O:8][CH:1]2[CH2:7][CH2:6][CH2:5][CH2:4][CH2:3][CH2:2]2)=[CH:16][CH:15]=1, predict the reactants needed to synthesize it. (4) Given the product [C:11]1([C:14]2[CH:19]=[CH:18][CH:17]=[CH:16][CH:15]=2)[CH:10]=[CH:9][C:8]([NH:7][C:5](=[O:6])[C:4]2[CH:20]=[CH:21][C:22]([CH2:23][O:24][CH2:25][CH2:26][O:27][CH3:28])=[C:2]([NH:1][C:31](=[O:32])[CH2:30][Cl:29])[CH:3]=2)=[CH:13][CH:12]=1, predict the reactants needed to synthesize it. The reactants are: [NH2:1][C:2]1[CH:3]=[C:4]([CH:20]=[CH:21][C:22]=1[CH2:23][O:24][CH2:25][CH2:26][O:27][CH3:28])[C:5]([NH:7][C:8]1[CH:13]=[CH:12][C:11]([C:14]2[CH:19]=[CH:18][CH:17]=[CH:16][CH:15]=2)=[CH:10][CH:9]=1)=[O:6].[Cl:29][CH2:30][C:31](Cl)=[O:32].